This data is from Forward reaction prediction with 1.9M reactions from USPTO patents (1976-2016). The task is: Predict the product of the given reaction. The product is: [CH3:35][C:31]1[CH:30]=[C:29]([CH:34]=[CH:33][CH:32]=1)[CH2:28][NH:25][C:26]([N:11]1[CH2:10][CH2:9][CH:8]([O:7][C:6]2[CH:14]=[CH:15][C:3]([F:2])=[CH:4][CH:5]=2)[CH2:13][CH2:12]1)=[O:27]. Given the reactants Cl.[F:2][C:3]1[CH:15]=[CH:14][C:6]([O:7][CH:8]2[CH2:13][CH2:12][NH:11][CH2:10][CH2:9]2)=[CH:5][CH:4]=1.C(N(C(C)C)CC)(C)C.[N:25]([CH2:28][C:29]1[CH:34]=[CH:33][CH:32]=[C:31]([CH3:35])[CH:30]=1)=[C:26]=[O:27], predict the reaction product.